This data is from Reaction yield outcomes from USPTO patents with 853,638 reactions. The task is: Predict the reaction yield, written as a fraction of the theoretical maximum amount of product (1.0 means a 100% yield; for example, 0.34 means a 34% yield). (1) The reactants are C(OC([NH:8][CH2:9][CH:10]([C:15]1[CH:20]=[CH:19][C:18]([Cl:21])=[CH:17][CH:16]=1)[C:11]([O:13][CH3:14])=[O:12])=O)(C)(C)C.Cl. The catalyst is O1CCOCC1.CCOCC. The product is [ClH:21].[NH2:8][CH2:9][CH:10]([C:15]1[CH:16]=[CH:17][C:18]([Cl:21])=[CH:19][CH:20]=1)[C:11]([O:13][CH3:14])=[O:12]. The yield is 0.890. (2) The reactants are C(N(C(C)C)C(C)C)C.[CH:10]1([C:15](Cl)=[O:16])[CH2:14][CH2:13][CH2:12][CH2:11]1.[Cl:18][C:19]1[C:20]([F:29])=[C:21]2[C:27]([NH2:28])=[CH:26][NH:25][C:22]2=[N:23][CH:24]=1. The catalyst is C1COCC1. The product is [Cl:18][C:19]1[C:20]([F:29])=[C:21]2[C:27]([NH:28][C:15]([CH:10]3[CH2:14][CH2:13][CH2:12][CH2:11]3)=[O:16])=[CH:26][NH:25][C:22]2=[N:23][CH:24]=1. The yield is 0.610. (3) The reactants are Cl[C:2]([O:4][CH2:5][CH3:6])=[O:3].N1C=CC=CC=1.[F:13][C:14]([F:49])([F:48])[C:15]1[CH:16]=[C:17]([CH:41]=[C:42]([C:44]([F:47])([F:46])[F:45])[CH:43]=1)[CH2:18][N:19]([CH:25]1[CH2:31][CH2:30][CH2:29][NH:28][C:27]2[CH:32]=[C:33]([C:37]([F:40])([F:39])[F:38])[C:34]([CH3:36])=[CH:35][C:26]1=2)[C:20]1[NH:24][N:23]=[N:22][N:21]=1. The catalyst is ClCCl. The product is [CH2:5]([O:4][C:2]([N:28]1[CH2:29][CH2:30][CH2:31][CH:25]([N:19]([CH2:18][C:17]2[CH:41]=[C:42]([C:44]([F:47])([F:46])[F:45])[CH:43]=[C:15]([C:14]([F:13])([F:49])[F:48])[CH:16]=2)[C:20]2[NH:24][N:23]=[N:22][N:21]=2)[C:26]2[CH:35]=[C:34]([CH3:36])[C:33]([C:37]([F:39])([F:38])[F:40])=[CH:32][C:27]1=2)=[O:3])[CH3:6]. The yield is 0.200. (4) The reactants are [BH4-].[Na+].[CH3:3][C:4]([CH3:19])([CH2:8][CH2:9][CH2:10][CH2:11][CH2:12][C:13](=[O:18])[CH2:14][CH2:15][CH2:16][CH3:17])[C:5]([OH:7])=[O:6].C([O-])([O-])=O.[Na+].[Na+].Cl. The catalyst is C(O)C.O. The product is [OH:18][CH:13]([CH2:14][CH2:15][CH2:16][CH3:17])[CH2:12][CH2:11][CH2:10][CH2:9][CH2:8][C:4]([CH3:3])([CH3:19])[C:5]([OH:7])=[O:6]. The yield is 0.350. (5) The product is [NH2:21][C:5]1([CH2:18][CH2:19][OH:20])[C:6]2[CH:11]=[C:10]([Cl:12])[N:9]=[C:8]([F:13])[C:7]=2[O:14][C:15]2[C:4]1=[CH:3][C:2]([Br:1])=[CH:17][CH:16]=2. The reactants are [Br:1][C:2]1[CH:3]=[C:4]2[C:15](=[CH:16][CH:17]=1)[O:14][C:7]1[C:8]([F:13])=[N:9][C:10]([Cl:12])=[CH:11][C:6]=1[C:5]2([NH:21]S(C(C)(C)C)=O)[CH2:18][CH2:19][OH:20]. The yield is 0.880. The catalyst is CO. (6) The reactants are Cl/[C:2](=[N:8]\[OH:9])/[C:3]([O:5][CH2:6][CH3:7])=[O:4].[C:10]([C:12]1[CH:17]=[CH:16][CH:15]=[CH:14][CH:13]=1)#[CH:11].C(N(CC)CC)C. The catalyst is CCOCC. The product is [C:12]1([C:10]2[O:9][N:8]=[C:2]([C:3]([O:5][CH2:6][CH3:7])=[O:4])[CH:11]=2)[CH:17]=[CH:16][CH:15]=[CH:14][CH:13]=1. The yield is 0.700. (7) The reactants are C(N)C1C=CC=CC=1.[CH:9]1([CH2:12][CH2:13][NH2:14])[CH2:11][CH2:10]1.[F:15][C:16]1[CH:38]=[CH:37][C:19]([CH2:20][N:21]2[CH2:25][CH2:24][N:23]([C:26]3[CH:27]=[C:28]([CH:33]=[CH:34][N:35]=3)[C:29](OC)=[O:30])[C:22]2=[O:36])=[CH:18][CH:17]=1. No catalyst specified. The product is [CH:9]1([CH2:12][CH2:13][NH:14][C:29](=[O:30])[C:28]2[CH:33]=[CH:34][N:35]=[C:26]([N:23]3[CH2:24][CH2:25][N:21]([CH2:20][C:19]4[CH:18]=[CH:17][C:16]([F:15])=[CH:38][CH:37]=4)[C:22]3=[O:36])[CH:27]=2)[CH2:11][CH2:10]1. The yield is 0.700.